Dataset: Full USPTO retrosynthesis dataset with 1.9M reactions from patents (1976-2016). Task: Predict the reactants needed to synthesize the given product. (1) Given the product [C:12]1(/[CH:11]=[CH:10]/[C:18]2[CH:23]=[CH:22][C:21]([C:24]3[C:25]4=[N:30][S:4](=[O:6])(=[O:5])[CH2:3][CH2:2][N:26]4[CH:27]=[CH:28][CH:29]=3)=[CH:20][CH:19]=2)[CH:13]=[CH:14][CH:15]=[CH:16][CH:17]=1, predict the reactants needed to synthesize it. The reactants are: Cl[CH2:2][CH2:3][S:4](Cl)(=[O:6])=[O:5].[H-].[Na+].[CH:10](/[C:18]1[CH:23]=[CH:22][C:21]([C:24]2[C:25]([NH2:30])=[N:26][CH:27]=[CH:28][CH:29]=2)=[CH:20][CH:19]=1)=[CH:11]\[C:12]1[CH:17]=[CH:16][CH:15]=[CH:14][CH:13]=1. (2) The reactants are: ClCCl.[C:4]([C:6]1[CH:7]=[C:8](B(O)O)[CH:9]=[CH:10][CH:11]=1)#[N:5].Br[C:16]1[CH:21]=[C:20]([N+:22]([O-:24])=[O:23])[CH:19]=[CH:18][C:17]=1[O:25][CH3:26].C(=O)([O-])[O-].[Cs+].[Cs+]. Given the product [C:4]([C:6]1[CH:7]=[C:8]([C:18]2[CH:19]=[C:20]([N+:22]([O-:24])=[O:23])[CH:21]=[CH:16][C:17]=2[O:25][CH3:26])[CH:9]=[CH:10][CH:11]=1)#[N:5], predict the reactants needed to synthesize it.